Dataset: Reaction yield outcomes from USPTO patents with 853,638 reactions. Task: Predict the reaction yield, written as a fraction of the theoretical maximum amount of product (1.0 means a 100% yield; for example, 0.34 means a 34% yield). (1) The reactants are [CH3:1][C@H:2]1[C@@H:7]([CH3:8])[NH:6][CH2:5][CH2:4][NH:3]1.CS(O)(=O)=O.C([O-])(=O)C.[K+].Cl[C:20]([O:22][CH2:23][C:24]1[CH:29]=[CH:28][CH:27]=[CH:26][CH:25]=1)=[O:21]. The catalyst is O.C(O)C. The product is [CH3:1][C@H:2]1[C@@H:7]([CH3:8])[NH:6][CH2:5][CH2:4][N:3]1[C:20]([O:22][CH2:23][C:24]1[CH:29]=[CH:28][CH:27]=[CH:26][CH:25]=1)=[O:21]. The yield is 0.460. (2) The reactants are [Li][CH2:2]CCC.[SH:6][CH2:7][CH2:8][CH2:9][CH2:10][CH2:11][CH2:12][CH2:13][CH2:14][OH:15].IC. The catalyst is CCCCCC.C1COCC1.CN(P(N(C)C)(N(C)C)=O)C. The product is [CH3:2][S:6][CH2:7][CH2:8][CH2:9][CH2:10][CH2:11][CH2:12][CH2:13][CH2:14][OH:15]. The yield is 0.780. (3) The reactants are CO[C:3](=[O:21])[C:4]1[CH:9]=[C:8]([C:10]2[N:11]([CH3:15])[N:12]=[CH:13][CH:14]=2)[C:7]([C:16]([F:19])([F:18])[F:17])=[CH:6][C:5]=1[NH2:20].CC[N:24]([CH2:27]C)CC.[CH3:29][S:30]([NH:33]N)(=[O:32])=[O:31].[OH-:35].[Na+]. The catalyst is C(Cl)Cl.C1COCC1.O. The product is [F:17][C:16]([F:18])([F:19])[C:7]1[CH:6]=[C:5]2[C:4]([C:3](=[O:21])[N:24]([NH:33][S:30]([CH3:29])(=[O:32])=[O:31])[C:27](=[O:35])[NH:20]2)=[CH:9][C:8]=1[C:10]1[N:11]([CH3:15])[N:12]=[CH:13][CH:14]=1. The yield is 0.480. (4) The reactants are Cl.Cl.[NH2:3][CH2:4][C:5]1[CH:6]=[C:7]([C:14]([O:16][CH2:17][CH3:18])=[O:15])[C:8]([CH:11]([F:13])[F:12])=[N:9][CH:10]=1.C(N(CC)CC)C.[C:26](Cl)(=[O:30])[CH:27]([CH3:29])[CH3:28]. The catalyst is C(Cl)Cl. The product is [F:12][CH:11]([F:13])[C:8]1[C:7]([C:14]([O:16][CH2:17][CH3:18])=[O:15])=[CH:6][C:5]([CH2:4][NH:3][C:26](=[O:30])[CH:27]([CH3:29])[CH3:28])=[CH:10][N:9]=1. The yield is 0.770. (5) The reactants are [CH2:1]([NH:3][CH2:4][CH2:5][OH:6])[CH3:2].Cl[CH2:8][CH2:9][CH2:10][O:11][C:12]1[CH:21]=[C:20]2[C:15]([C:16]([NH:22][C:23]3[CH:27]=[C:26]([CH2:28][C:29]([NH:31][C:32]4[CH:37]=[CH:36][CH:35]=[C:34]([F:38])[CH:33]=4)=[O:30])[NH:25][N:24]=3)=[N:17][CH:18]=[N:19]2)=[CH:14][C:13]=1[F:39]. No catalyst specified. The product is [CH2:1]([N:3]([CH2:4][CH2:5][OH:6])[CH2:8][CH2:9][CH2:10][O:11][C:12]1[CH:21]=[C:20]2[C:15]([C:16]([NH:22][C:23]3[CH:27]=[C:26]([CH2:28][C:29]([NH:31][C:32]4[CH:37]=[CH:36][CH:35]=[C:34]([F:38])[CH:33]=4)=[O:30])[NH:25][N:24]=3)=[N:17][CH:18]=[N:19]2)=[CH:14][C:13]=1[F:39])[CH3:2]. The yield is 0.730.